The task is: Predict the reactants needed to synthesize the given product.. This data is from Full USPTO retrosynthesis dataset with 1.9M reactions from patents (1976-2016). Given the product [CH2:1]([O:3][C:4](=[O:30])[CH2:5][C:13]1[CH:18]=[CH:17][C:16]([N+:19]([O-:21])=[O:20])=[C:15]([O:22][CH2:23][C:24]2[CH:29]=[CH:28][CH:27]=[CH:26][CH:25]=2)[CH:14]=1)[CH3:2], predict the reactants needed to synthesize it. The reactants are: [CH2:1]([O:3][C:4](=[O:30])[CH:5]([C:13]1[CH:18]=[CH:17][C:16]([N+:19]([O-:21])=[O:20])=[C:15]([O:22][CH2:23][C:24]2[CH:29]=[CH:28][CH:27]=[CH:26][CH:25]=2)[CH:14]=1)C(OC(C)(C)C)=O)[CH3:2].